This data is from Retrosynthesis with 50K atom-mapped reactions and 10 reaction types from USPTO. The task is: Predict the reactants needed to synthesize the given product. (1) Given the product CCOC(=O)c1sc(N2CCC(N(C)C(=O)c3nc(Cl)c(CC)[nH]3)CC2)nc1C, predict the reactants needed to synthesize it. The reactants are: CCOC(=O)c1sc(N2CCC(NC)CC2)nc1C.CCc1[nH]c(C(=O)O)nc1Cl. (2) Given the product NC(=O)Cc1cc(=O)oc2cc(O)ccc12, predict the reactants needed to synthesize it. The reactants are: CCOC(=O)Cc1cc(=O)oc2cc(O)ccc12.N. (3) Given the product CC(C)C(=O)N1CCC[C@H]1COc1ccc2c(c1)c(SC(C)(C)C)c(CC(C)(C)C(=O)OCCCCCCO[N+](=O)[O-])n2Cc1ccc(Cl)cc1, predict the reactants needed to synthesize it. The reactants are: CC(C)C(=O)N1CCC[C@H]1COc1ccc2c(c1)c(SC(C)(C)C)c(CC(C)(C)C(=O)O)n2Cc1ccc(Cl)cc1.O=[N+]([O-])OCCCCCCBr. (4) Given the product O=[N+]([O-])c1ccc2c(c1)OCCN2CC(F)(F)F, predict the reactants needed to synthesize it. The reactants are: O=CC(F)(F)F.O=[N+]([O-])c1ccc2c(c1)OCCN2. (5) Given the product CCCCc1ccc(NCc2ccc3[nH]c(C(N)=O)c(Sc4ccccc4)c3c2)cc1, predict the reactants needed to synthesize it. The reactants are: CCCCc1ccc(N)cc1.NC(=O)c1[nH]c2ccc(C=O)cc2c1Sc1ccccc1. (6) The reactants are: CC(C)(C)OC(=O)c1ccc(-c2ccccc2)cc1NC(=O)c1cc(Br)ccc1OCc1ccccc1.CNCCN1CCOCC1. Given the product CN(CCN1CCOCC1)c1ccc(OCc2ccccc2)c(C(=O)Nc2cc(-c3ccccc3)ccc2C(=O)OC(C)(C)C)c1, predict the reactants needed to synthesize it.